This data is from Full USPTO retrosynthesis dataset with 1.9M reactions from patents (1976-2016). The task is: Predict the reactants needed to synthesize the given product. (1) Given the product [CH2:1]([O:4][C:5]1[CH:10]=[CH:9][C:8]([C:11]#[C:12][C:13]2[CH:14]=[CH:15][C:16]([CH:19]([CH3:22])[CH2:20][NH:21][C:23](=[O:25])[CH3:24])=[CH:17][CH:18]=2)=[CH:7][CH:6]=1)[CH2:2][CH3:3], predict the reactants needed to synthesize it. The reactants are: [CH2:1]([O:4][C:5]1[CH:10]=[CH:9][C:8]([C:11]#[C:12][C:13]2[CH:18]=[CH:17][C:16]([CH:19]([CH3:22])[CH2:20][NH2:21])=[CH:15][CH:14]=2)=[CH:7][CH:6]=1)[CH2:2][CH3:3].[C:23](Cl)(=[O:25])[CH3:24]. (2) Given the product [CH:1]1([C@H:4]2[O:9][C@@H:8]([C:10]3[CH:19]=[CH:18][C:13]([C:14]([O:16][CH3:17])=[O:15])=[CH:12][CH:11]=3)[CH2:7][C:6](=[N:29][O:28][CH3:27])[CH2:5]2)[CH2:3][CH2:2]1, predict the reactants needed to synthesize it. The reactants are: [CH:1]1([C@H:4]2[O:9][C@@H:8]([C:10]3[CH:19]=[CH:18][C:13]([C:14]([O:16][CH3:17])=[O:15])=[CH:12][CH:11]=3)[CH2:7][C:6](=O)[CH2:5]2)[CH2:3][CH2:2]1.C([O-])(=O)C.[Na+].Cl.[CH3:27][O:28][NH2:29].